Dataset: Peptide-MHC class I binding affinity with 185,985 pairs from IEDB/IMGT. Task: Regression. Given a peptide amino acid sequence and an MHC pseudo amino acid sequence, predict their binding affinity value. This is MHC class I binding data. (1) The peptide sequence is APPPFRLPL. The MHC is BoLA-AW10 with pseudo-sequence BoLA-AW10. The binding affinity (normalized) is 0.153. (2) The peptide sequence is QKEEAAICGQMDLS. The MHC is HLA-B40:02 with pseudo-sequence HLA-B40:02. The binding affinity (normalized) is 0. (3) The peptide sequence is ISIIVLFQR. The MHC is H-2-Dd with pseudo-sequence H-2-Dd. The binding affinity (normalized) is 0.170. (4) The peptide sequence is KLSSIKSKSR. The MHC is HLA-A11:01 with pseudo-sequence HLA-A11:01. The binding affinity (normalized) is 0.150. (5) The peptide sequence is WQRRYRRIY. The MHC is HLA-B15:01 with pseudo-sequence HLA-B15:01. The binding affinity (normalized) is 0.851. (6) The peptide sequence is LEKEEGII. The MHC is Mamu-B01 with pseudo-sequence Mamu-B01. The binding affinity (normalized) is 0. (7) The peptide sequence is YDDRFIVKL. The MHC is Mamu-B01 with pseudo-sequence Mamu-B01. The binding affinity (normalized) is 0.759.